This data is from Forward reaction prediction with 1.9M reactions from USPTO patents (1976-2016). The task is: Predict the product of the given reaction. (1) Given the reactants Cl.[NH2:2][CH2:3][C:4]1[C:9]([CH2:10][CH3:11])=[N:8][C:7]2[N:12]([CH2:15][CH3:16])[N:13]=[CH:14][C:6]=2[C:5]=1[NH:17][CH:18]1[CH2:23][CH2:22][O:21][CH2:20][CH2:19]1.[CH2:24]([CH:28]([C:32](O)=[O:33])[C:29]([OH:31])=[O:30])[CH2:25][CH2:26][CH3:27].CN(C(ON1N=NC2C=CC=CC1=2)=[N+](C)C)C.F[P-](F)(F)(F)(F)F.CCN(CC)CC, predict the reaction product. The product is: [CH2:15]([N:12]1[C:7]2=[N:8][C:9]([CH2:10][CH3:11])=[C:4]([CH2:3][NH:2][C:32]([CH:28]([CH2:24][CH2:25][CH2:26][CH3:27])[C:29]([OH:31])=[O:30])=[O:33])[C:5]([NH:17][CH:18]3[CH2:19][CH2:20][O:21][CH2:22][CH2:23]3)=[C:6]2[CH:14]=[N:13]1)[CH3:16]. (2) Given the reactants [CH3:1][O:2][C:3]1[N:8]=[C:7]([C:9]([F:12])([F:11])[F:10])[C:6]([NH2:13])=[CH:5][CH:4]=1.[C:14](Cl)(Cl)=[S:15].O, predict the reaction product. The product is: [N:13]([C:6]1[C:7]([C:9]([F:10])([F:11])[F:12])=[N:8][C:3]([O:2][CH3:1])=[CH:4][CH:5]=1)=[C:14]=[S:15]. (3) The product is: [F:15][C:4]1[C:5]([C:8]2[CH2:12][CH:11]([CH2:13][OH:14])[O:10][N:9]=2)=[N:6][CH:7]=[C:2]([B:16]2[O:20][C:19]([CH3:22])([CH3:21])[C:18]([CH3:24])([CH3:23])[O:17]2)[CH:3]=1. Given the reactants Br[C:2]1[CH:3]=[C:4]([F:15])[C:5]([C:8]2[CH2:12][CH:11]([CH2:13][OH:14])[O:10][N:9]=2)=[N:6][CH:7]=1.[B:16]1([B:16]2[O:20][C:19]([CH3:22])([CH3:21])[C:18]([CH3:24])([CH3:23])[O:17]2)[O:20][C:19]([CH3:22])([CH3:21])[C:18]([CH3:24])([CH3:23])[O:17]1.CC([O-])=O.[K+].CO, predict the reaction product. (4) Given the reactants [N-:1]=[C:2]=[O:3].[K+].O.[F:6][CH:7]([F:34])[CH2:8][O:9][C:10]1[CH:15]=[CH:14][C:13]([NH:16][CH:17]2[CH2:22][CH2:21][N:20]([C:23]([O:25][C:26]([CH3:29])([CH3:28])[CH3:27])=[O:24])[CH2:19][CH2:18]2)=[C:12]([C:30]([O:32][CH3:33])=[O:31])[CH:11]=1, predict the reaction product. The product is: [C:2]([N:16]([C:13]1[CH:14]=[CH:15][C:10]([O:9][CH2:8][CH:7]([F:34])[F:6])=[CH:11][C:12]=1[C:30]([O:32][CH3:33])=[O:31])[CH:17]1[CH2:18][CH2:19][N:20]([C:23]([O:25][C:26]([CH3:28])([CH3:29])[CH3:27])=[O:24])[CH2:21][CH2:22]1)(=[O:3])[NH2:1]. (5) Given the reactants [CH3:1][NH:2][CH:3]1[CH2:8][CH2:7][N:6]([C:9]2[C:10]([C:23]3[CH:28]=[CH:27][CH:26]=[CH:25][CH:24]=3)=[N:11][C:12]3[C:17]([N:18]=2)=[CH:16][C:15]([C:19]([O:21][CH3:22])=[O:20])=[CH:14][CH:13]=3)[CH2:5][CH2:4]1.CCN([CH2:34][CH3:35])CC.C[O:37]C(=O)OC, predict the reaction product. The product is: [CH3:1][N:2]([CH:3]1[CH2:8][CH2:7][N:6]([C:9]2[C:10]([C:23]3[CH:28]=[CH:27][CH:26]=[CH:25][CH:24]=3)=[N:11][C:12]3[C:17]([N:18]=2)=[CH:16][C:15]([C:19]([O:21][CH3:22])=[O:20])=[CH:14][CH:13]=3)[CH2:5][CH2:4]1)[C:34](=[O:37])[CH3:35]. (6) Given the reactants C([O:3][C:4](=[O:21])[CH2:5][CH:6]([C:14]1[CH:19]=[CH:18][C:17]([F:20])=[CH:16][CH:15]=1)[C:7]1[CH:12]=[CH:11][C:10]([F:13])=[CH:9][CH:8]=1)C.FC1C=CC(COC2C=CC(C(O)=O)=CC=2)=CC=1, predict the reaction product. The product is: [F:13][C:10]1[CH:9]=[CH:8][C:7]([CH:6]([C:14]2[CH:15]=[CH:16][C:17]([F:20])=[CH:18][CH:19]=2)[CH2:5][C:4]([OH:21])=[O:3])=[CH:12][CH:11]=1. (7) Given the reactants [NH2:1][C:2]1[N:7]=[C:6]([C:8]2[CH:13]=[CH:12][C:11]([O:14][CH3:15])=[CH:10][CH:9]=2)[C:5]([C:16]2[CH:17]=[CH:18][C:19](=[O:22])[NH:20][N:21]=2)=[CH:4][N:3]=1.[CH3:23][C:24](C)([O-])[CH3:25].[K+].C(I)(C)C.C(OCC)(=O)C, predict the reaction product. The product is: [NH2:1][C:2]1[N:7]=[C:6]([C:8]2[CH:9]=[CH:10][C:11]([O:14][CH3:15])=[CH:12][CH:13]=2)[C:5]([C:16]2[CH:17]=[CH:18][C:19](=[O:22])[N:20]([CH:24]([CH3:25])[CH3:23])[N:21]=2)=[CH:4][N:3]=1. (8) Given the reactants [CH:1]1([CH2:7][N:8]2[C:13](=[O:14])[C:12]([C:15]([NH:17][CH2:18][C:19]([O:21]CC)=[O:20])=[O:16])=[C:11]([OH:24])[C:10]([C:25]([O:27]C)=O)=[C:9]2[OH:29])[CH2:6][CH2:5][CH2:4][CH2:3][CH2:2]1.[CH:30]1([CH2:33][NH2:34])[CH2:32][CH2:31]1.Cl, predict the reaction product. The product is: [CH:1]1([CH2:7][N:8]2[C:9]([OH:29])=[C:10]([C:25]([NH:34][CH2:33][CH:30]3[CH2:32][CH2:31]3)=[O:27])[C:11]([OH:24])=[C:12]([C:15]([NH:17][CH2:18][C:19]([OH:21])=[O:20])=[O:16])[C:13]2=[O:14])[CH2:2][CH2:3][CH2:4][CH2:5][CH2:6]1. (9) Given the reactants [CH3:1][N:2]([O:15][CH3:16])[C:3](=[O:14])[C:4]1[CH:9]=[CH:8][C:7]([N+:10]([O-:12])=[O:11])=[C:6](F)[CH:5]=1.[CH:17]1([NH2:22])[CH2:21][CH2:20][CH2:19][CH2:18]1.C(#N)C, predict the reaction product. The product is: [CH3:16][O:15][N:2]([CH3:1])[C:3](=[O:14])[C:4]1[CH:9]=[CH:8][C:7]([N+:10]([O-:12])=[O:11])=[C:6]([NH:22][CH:17]2[CH2:21][CH2:20][CH2:19][CH2:18]2)[CH:5]=1. (10) Given the reactants [Cl:1][C:2]1[C:3]([NH:16][C:17]2[N:27]=[C:26]3[C:20]([N:21]([CH3:34])[C:22](=[O:33])[CH2:23][CH2:24][N:25]3[CH:28]3[CH2:32][CH2:31][CH2:30][CH2:29]3)=[CH:19][N:18]=2)=[CH:4][C:5]([F:15])=[C:6]([CH:14]=1)[C:7]([O:9]C(C)(C)C)=[O:8].FC(F)(F)C(O)=O, predict the reaction product. The product is: [Cl:1][C:2]1[C:3]([NH:16][C:17]2[N:27]=[C:26]3[C:20]([N:21]([CH3:34])[C:22](=[O:33])[CH2:23][CH2:24][N:25]3[CH:28]3[CH2:32][CH2:31][CH2:30][CH2:29]3)=[CH:19][N:18]=2)=[CH:4][C:5]([F:15])=[C:6]([CH:14]=1)[C:7]([OH:9])=[O:8].